From a dataset of Full USPTO retrosynthesis dataset with 1.9M reactions from patents (1976-2016). Predict the reactants needed to synthesize the given product. (1) Given the product [CH2:24]([O:23][C:21]([C:18]1([CH2:26][OH:27])[CH2:20][CH2:19]1)=[O:22])[CH3:25], predict the reactants needed to synthesize it. The reactants are: [Li+].CC(O[Al-](OC(C)(C)C)OC(C)(C)C)(C)C.[C:18]1([C:26](OCC)=[O:27])([C:21]([O:23][CH2:24][CH3:25])=[O:22])[CH2:20][CH2:19]1. (2) Given the product [C:1]([O:4][C:5]1[CH:13]=[CH:12][C:11]([F:14])=[CH:10][C:6]=1[C:7]([Cl:18])=[O:8])(=[O:3])[CH3:2], predict the reactants needed to synthesize it. The reactants are: [C:1]([O:4][C:5]1[CH:13]=[CH:12][C:11]([F:14])=[CH:10][C:6]=1[C:7](O)=[O:8])(=[O:3])[CH3:2].C(Cl)(=O)C([Cl:18])=O.CN(C=O)C. (3) Given the product [I:16][C:9]1[CH:10]=[C:11]2[C:6](=[C:7]([C:12]([O:14][CH3:15])=[O:13])[CH:8]=1)[NH:5][CH:4]=[N:3][C:2]2=[O:1], predict the reactants needed to synthesize it. The reactants are: [O:1]=[C:2]1[C:11]2[C:6](=[C:7]([C:12]([O:14][CH3:15])=[O:13])[CH:8]=[CH:9][CH:10]=2)[NH:5][CH:4]=[N:3]1.[I:16]N1C(=O)CCC1=O.C(=O)([O-])[O-].[K+].[K+]. (4) Given the product [NH2:17][C:18]1[C:23]([C:24]#[N:25])=[C:22]([NH:16][CH:14]([C:8]2[N:7]3[C:13]4[C:3]([O:4][CH2:5][CH2:6]3)=[C:2]([F:1])[CH:12]=[CH:11][C:10]=4[N:9]=2)[CH3:15])[N:21]=[CH:20][N:19]=1, predict the reactants needed to synthesize it. The reactants are: [F:1][C:2]1[CH:12]=[CH:11][C:10]2=[C:13]3[C:3]=1[O:4][CH2:5][CH2:6][N:7]3[C:8]([CH:14]([NH2:16])[CH3:15])=[N:9]2.[NH2:17][C:18]1[C:23]([C:24]#[N:25])=[C:22](Cl)[N:21]=[CH:20][N:19]=1.CCN(C(C)C)C(C)C. (5) Given the product [C:1]([O:5][C:6]([NH:8][C:9]1[CH:14]=[CH:13][CH:12]=[C:11]([F:15])[C:10]=1[NH2:16])=[O:7])([CH3:4])([CH3:2])[CH3:3], predict the reactants needed to synthesize it. The reactants are: [C:1]([O:5][C:6]([NH:8][C:9]1[CH:14]=[CH:13][CH:12]=[C:11]([F:15])[C:10]=1[N+:16]([O-])=O)=[O:7])([CH3:4])([CH3:3])[CH3:2]. (6) Given the product [Cl:1][C:2]1[CH:10]=[C:9]([C:42]#[C:41][C:35]2[CH:40]=[CH:39][CH:38]=[CH:37][CH:36]=2)[C:5]2[O:6][CH2:7][O:8][C:4]=2[C:3]=1[NH:12][C:13]1[C:22]2[C:17](=[CH:18][C:19]([O:25][CH2:26][CH2:27][CH2:28][N:29]3[CH2:34][CH2:33][O:32][CH2:31][CH2:30]3)=[C:20]([O:23][CH3:24])[CH:21]=2)[N:16]=[CH:15][N:14]=1, predict the reactants needed to synthesize it. The reactants are: [Cl:1][C:2]1[CH:10]=[C:9](I)[C:5]2[O:6][CH2:7][O:8][C:4]=2[C:3]=1[NH:12][C:13]1[C:22]2[C:17](=[CH:18][C:19]([O:25][CH2:26][CH2:27][CH2:28][N:29]3[CH2:34][CH2:33][O:32][CH2:31][CH2:30]3)=[C:20]([O:23][CH3:24])[CH:21]=2)[N:16]=[CH:15][N:14]=1.[C:35]1([C:41]#[CH:42])[CH:40]=[CH:39][CH:38]=[CH:37][CH:36]=1.C(NC(C)C)(C)C.